Dataset: NCI-60 drug combinations with 297,098 pairs across 59 cell lines. Task: Regression. Given two drug SMILES strings and cell line genomic features, predict the synergy score measuring deviation from expected non-interaction effect. (1) Drug 1: CCCS(=O)(=O)NC1=C(C(=C(C=C1)F)C(=O)C2=CNC3=C2C=C(C=N3)C4=CC=C(C=C4)Cl)F. Drug 2: C1CC(=O)NC(=O)C1N2C(=O)C3=CC=CC=C3C2=O. Cell line: NCI/ADR-RES. Synergy scores: CSS=6.80, Synergy_ZIP=1.23, Synergy_Bliss=10.9, Synergy_Loewe=9.99, Synergy_HSA=8.71. (2) Drug 1: CC1=C(C(=O)C2=C(C1=O)N3CC4C(C3(C2COC(=O)N)OC)N4)N. Drug 2: C1=CC=C(C=C1)NC(=O)CCCCCCC(=O)NO. Cell line: UACC62. Synergy scores: CSS=65.7, Synergy_ZIP=4.97, Synergy_Bliss=4.98, Synergy_Loewe=4.95, Synergy_HSA=9.16. (3) Drug 1: CCN(CC)CCNC(=O)C1=C(NC(=C1C)C=C2C3=C(C=CC(=C3)F)NC2=O)C. Drug 2: CC1=C(C(=O)C2=C(C1=O)N3CC4C(C3(C2COC(=O)N)OC)N4)N. Cell line: RXF 393. Synergy scores: CSS=0.130, Synergy_ZIP=0.922, Synergy_Bliss=0.210, Synergy_Loewe=-4.12, Synergy_HSA=-2.33. (4) Drug 1: C1=CN(C(=O)N=C1N)C2C(C(C(O2)CO)O)O.Cl. Drug 2: C(CCl)NC(=O)N(CCCl)N=O. Cell line: NCI/ADR-RES. Synergy scores: CSS=14.8, Synergy_ZIP=-1.93, Synergy_Bliss=2.05, Synergy_Loewe=-18.2, Synergy_HSA=0.0110. (5) Drug 1: C1CN(P(=O)(OC1)NCCCl)CCCl. Drug 2: CC(C)CN1C=NC2=C1C3=CC=CC=C3N=C2N. Cell line: SK-MEL-5. Synergy scores: CSS=-3.78, Synergy_ZIP=7.81, Synergy_Bliss=2.35, Synergy_Loewe=-1.70, Synergy_HSA=-1.49.